Dataset: Drug-target binding data from BindingDB using IC50 measurements. Task: Regression. Given a target protein amino acid sequence and a drug SMILES string, predict the binding affinity score between them. We predict pIC50 (pIC50 = -log10(IC50 in M); higher means more potent). Dataset: bindingdb_ic50. The small molecule is C/C=C/C1=CC2=CC(=O)[C@@](C)(OC(=O)c3c(C)cc(O)cc3O)[C@@H](O)[C@@H]2CO1. The target protein (P06855) has sequence MKKIILTIGCPGSGKSTWAREFIAKNPGFYNINRDDYRQSIMAHEERDEYKYTKKKEGIVTGMQFDTAKSILYGGDSVKGVIISDTNLNPERRLAWETFAKEYGWKVEHKVFDVPWTELVKRNSKRGTKAVPIDVLRSMYKSMREYLGLPVYNGTPGKPKAVIFDVDGTLAKMNGRGPYDLEKCDTDVINPMVVELSKMYALMGYQIVVVSGRESGTKEDPTKYYRMTRKWVEDIAGVPLVMQCQREQGDTRKDDVVKEEIFWKHIAPHFDVKLAIDDRTQVVEMWRRIGVECWQVASGDF. The pIC50 is 3.7.